This data is from Reaction yield outcomes from USPTO patents with 853,638 reactions. The task is: Predict the reaction yield, written as a fraction of the theoretical maximum amount of product (1.0 means a 100% yield; for example, 0.34 means a 34% yield). (1) The reactants are C1(P(C2C=CC=CC=2)C2C=CC=CC=2)C=CC=CC=1.[OH:20][C:21]1[CH:30]=[C:29]2[C:24]([C:25](=[O:39])[N:26]([CH2:31][O:32][C:33](=[O:38])[C:34]([CH3:37])([CH3:36])[CH3:35])[CH:27]=[N:28]2)=[CH:23][C:22]=1[O:40][CH3:41].[C:42]([O:46][C:47]([N:49]1[CH2:54][CH2:53][CH:52]([CH2:55]O)[CH2:51][CH2:50]1)=[O:48])([CH3:45])([CH3:44])[CH3:43].N(C(OCC)=O)=NC(OCC)=O. The catalyst is C(Cl)Cl. The product is [C:42]([O:46][C:47]([N:49]1[CH2:54][CH2:53][CH:52]([CH2:55][O:20][C:21]2[CH:30]=[C:29]3[C:24]([C:25](=[O:39])[N:26]([CH2:31][O:32][C:33](=[O:38])[C:34]([CH3:35])([CH3:36])[CH3:37])[CH:27]=[N:28]3)=[CH:23][C:22]=2[O:40][CH3:41])[CH2:51][CH2:50]1)=[O:48])([CH3:45])([CH3:43])[CH3:44]. The yield is 0.920. (2) The product is [CH3:18][C:16]1([CH3:19])[CH2:15][O:14][C:13]([C:10]([C:7]2[CH:8]=[CH:9][C:4]([CH2:3][CH2:2][N:43]3[CH2:44][CH2:45][CH:40]([C:32]4[N:31]([CH2:30][CH2:29][O:28][CH2:26][CH3:27])[C:35]5[CH:36]=[CH:37][CH:38]=[CH:39][C:34]=5[N:33]=4)[CH2:41][CH2:42]3)=[CH:5][CH:6]=2)([CH3:12])[CH3:11])=[N:17]1. The yield is 0.870. The reactants are Cl[CH2:2][CH2:3][C:4]1[CH:9]=[CH:8][C:7]([C:10]([C:13]2[O:14][CH2:15][C:16]([CH3:19])([CH3:18])[N:17]=2)([CH3:12])[CH3:11])=[CH:6][CH:5]=1.C(=O)([O-])[O-].[Na+].[Na+].[CH2:26]([O:28][CH2:29][CH2:30][N:31]1[C:35]2[CH:36]=[CH:37][CH:38]=[CH:39][C:34]=2[N:33]=[C:32]1[CH:40]1[CH2:45][CH2:44][NH:43][CH2:42][CH2:41]1)[CH3:27]. The catalyst is CO. (3) The product is [Cl:1][C:2]1[C:11]2[C:6](=[CH:7][C:8]([O:14][CH2:27][CH2:26][CH2:25][N:22]3[CH2:23][CH2:24][N:19]([S:16]([CH3:15])(=[O:18])=[O:17])[CH2:20][CH2:21]3)=[C:9]([O:12][CH3:13])[CH:10]=2)[N:5]=[CH:4][N:3]=1. No catalyst specified. The reactants are [Cl:1][C:2]1[C:11]2[C:6](=[CH:7][C:8]([OH:14])=[C:9]([O:12][CH3:13])[CH:10]=2)[N:5]=[CH:4][N:3]=1.[CH3:15][S:16]([N:19]1[CH2:24][CH2:23][N:22]([CH2:25][CH2:26][CH2:27]O)[CH2:21][CH2:20]1)(=[O:18])=[O:17]. The yield is 0.690. (4) The reactants are [CH3:1][O:2][C:3]([C:5]1[S:6][CH:7]=[C:8]([C:10]#[C:11][CH2:12][CH2:13][OH:14])[CH:9]=1)=[O:4]. The catalyst is [Pd].CO. The product is [CH3:1][O:2][C:3]([C:5]1[S:6][CH:7]=[C:8]([CH2:10][CH2:11][CH2:12][CH2:13][OH:14])[CH:9]=1)=[O:4]. The yield is 0.990. (5) The product is [C:37]([O:36][CH:34]([O:11][C:10]([NH:12][CH2:13][CH:14]([CH2:19][CH:20]([CH3:22])[CH3:21])[CH2:15][C:16]([OH:18])=[O:17])=[O:9])[CH:26]([CH3:25])[CH3:27])(=[O:41])[CH:38]([CH3:39])[CH3:40]. No catalyst specified. The yield is 0.510. The reactants are C(OC([O:9][C:10]([NH:12][CH2:13][CH:14]([CH2:19][CH:20]([CH3:22])[CH3:21])[CH2:15][C:16]([OH:18])=[O:17])=[O:11])C)(=O)C(C)C.C(=O)([O-])O[C:25]1C=CC([N+]([O-])=O)=[CH:27][C:26]=1[CH:34]([O:36][C:37](=[O:41])[CH:38]([CH3:40])[CH3:39])C.